This data is from Full USPTO retrosynthesis dataset with 1.9M reactions from patents (1976-2016). The task is: Predict the reactants needed to synthesize the given product. (1) Given the product [C:36]([C:35]1[CH:38]=[CH:39][C:32]([O:22][CH2:21][CH2:20][CH:19]([CH3:23])[CH2:18][C:17]([NH:16][C:12]2[CH:13]=[CH:14][C:15]3[N:3]([CH2:1][CH3:2])[C:4]4[C:9]([C:10]=3[CH:11]=2)=[CH:8][CH:7]=[CH:6][CH:5]=4)=[O:24])=[CH:33][C:34]=1[CH3:40])#[N:37], predict the reactants needed to synthesize it. The reactants are: [CH2:1]([N:3]1[C:15]2[CH:14]=[CH:13][C:12]([NH:16][C:17](=[O:24])[CH2:18][CH:19]([CH3:23])[CH2:20][CH2:21][OH:22])=[CH:11][C:10]=2[C:9]2[C:4]1=[CH:5][CH:6]=[CH:7][CH:8]=2)[CH3:2].CC(C)([O-])C.[K+].F[C:32]1[CH:39]=[CH:38][C:35]([C:36]#[N:37])=[C:34]([CH3:40])[CH:33]=1.C(OCC)(=O)C. (2) Given the product [CH3:1][O:2][C:3]1[CH:4]=[CH:5][C:6]([Br:13])=[C:7]([CH2:9][C:10]([Cl:21])=[O:11])[CH:8]=1, predict the reactants needed to synthesize it. The reactants are: [CH3:1][O:2][C:3]1[CH:4]=[CH:5][C:6]([Br:13])=[C:7]([CH2:9][C:10](O)=[O:11])[CH:8]=1.CN(C=O)C.S(Cl)([Cl:21])=O. (3) Given the product [F:4][CH2:3][CH2:2][O:5][C:6]1[CH:7]=[C:8]([CH:11]=[CH:12][CH:13]=1)[CH:9]=[O:10], predict the reactants needed to synthesize it. The reactants are: Br[CH2:2][CH2:3][F:4].[OH:5][C:6]1[CH:7]=[C:8]([CH:11]=[CH:12][CH:13]=1)[CH:9]=[O:10].C([O-])([O-])=O.[K+].[K+]. (4) The reactants are: C[O:2][C:3]1[CH:19]=[CH:18][C:6]2[S:7][C:8]([C:10]3[CH2:16][CH:15]4[NH:17][CH:12]([CH2:13][CH2:14]4)[CH:11]=3)=[CH:9][C:5]=2[CH:4]=1.O.N.[Cl:22]CCl. Given the product [ClH:22].[CH:12]12[NH:17][CH:15]([CH2:14][CH2:13]1)[CH2:16][C:10]([C:8]1[S:7][C:6]3[CH:18]=[CH:19][C:3]([OH:2])=[CH:4][C:5]=3[CH:9]=1)=[CH:11]2, predict the reactants needed to synthesize it. (5) The reactants are: [CH3:1][NH:2][C:3]([C:5]1[N:6](C)[C:7]2[C:12]([CH:13]=1)=[CH:11][C:10]([F:14])=[CH:9][CH:8]=2)=O.CNC(C1N(C)C2C(C=1)=CC=CC=2)=O. Given the product [F:14][C:10]1[CH:11]=[C:12]2[C:7](=[CH:8][CH:9]=1)[NH:6][C:5]([CH2:3][NH:2][CH3:1])=[CH:13]2, predict the reactants needed to synthesize it. (6) Given the product [O:3]1[C:8]2=[CH:9][CH:10]=[CH:11][C:7]2=[CH:6][C:5]([CH:12]2[CH2:17][CH2:16][CH2:15][CH2:14][N:13]2[CH2:18][CH2:19][C@H:20]2[CH2:21][CH2:22][C@H:23]([NH:26][C:27](=[O:31])[C:28]#[C:29][CH3:30])[CH2:24][CH2:25]2)=[CH:4]1, predict the reactants needed to synthesize it. The reactants are: Cl.Cl.[O:3]1[C:8]2=[CH:9][CH:10]=[CH:11][C:7]2=[CH:6][C:5]([CH:12]2[CH2:17][CH2:16][CH2:15][CH2:14][N:13]2[CH2:18][CH2:19][C@H:20]2[CH2:25][CH2:24][C@H:23]([NH2:26])[CH2:22][CH2:21]2)=[CH:4]1.[C:27](O)(=[O:31])[C:28]#[C:29][CH3:30]. (7) Given the product [CH:21]1([NH:24][C:25]([C:27]2[CH:32]=[C:31]([C:2]3[NH:20][C:5]4=[N:6][CH:7]=[C:8]([NH:10][C:11]([C:13]5[NH:17][N:16]=[C:15]([CH3:18])[C:14]=5[CH3:19])=[O:12])[CH:9]=[C:4]4[CH:3]=3)[CH:30]=[CH:29][N:28]=2)=[O:26])[CH2:23][CH2:22]1, predict the reactants needed to synthesize it. The reactants are: I[C:2]1[NH:20][C:5]2=[N:6][CH:7]=[C:8]([NH:10][C:11]([C:13]3[NH:17][N:16]=[C:15]([CH3:18])[C:14]=3[CH3:19])=[O:12])[CH:9]=[C:4]2[CH:3]=1.[CH:21]1([NH:24][C:25]([C:27]2[CH:32]=[C:31](B(O)O)[CH:30]=[CH:29][N:28]=2)=[O:26])[CH2:23][CH2:22]1.C(=O)([O-])[O-].[K+].[K+].Cl.